Dataset: Forward reaction prediction with 1.9M reactions from USPTO patents (1976-2016). Task: Predict the product of the given reaction. Given the reactants [Si]([O:8][CH:9]([CH2:20][O:21][C:22]1[CH:27]=[CH:26][CH:25]=[C:24]([C:28]2[N:33]=[C:32]([C:34]3[CH:35]=[N:36][CH:37]=[N:38][CH:39]=3)[CH:31]=[C:30]([C:40]3[C:41]([CH3:46])=[N:42][O:43][C:44]=3[CH3:45])[N:29]=2)[CH:23]=1)[CH2:10][N:11](C)[C:12](=[O:18])[O:13]C(C)(C)C)(C(C)(C)C)(C)C.Cl, predict the reaction product. The product is: [CH3:46][C:41]1[C:40]([C:30]2[N:29]=[C:28]([C:24]3[CH:23]=[C:22]([CH:27]=[CH:26][CH:25]=3)[O:21][CH2:20][CH:9]([OH:8])[CH2:10][NH:11][CH3:12])[N:33]=[C:32]([C:34]3[CH:35]=[N:36][CH:37]=[N:38][CH:39]=3)[CH:31]=2)=[C:44]([CH3:45])[O:43][N:42]=1.[CH:12]([OH:18])=[O:13].